Dataset: Catalyst prediction with 721,799 reactions and 888 catalyst types from USPTO. Task: Predict which catalyst facilitates the given reaction. (1) Reactant: [CH3:1][C:2](=[CH2:17])[CH2:3][C:4]1([C:11]2[CH:16]=[CH:15][CH:14]=[CH:13][CH:12]=2)[O:9][C:8](=[O:10])[NH:7][CH2:6][CH2:5]1.ClCCl.ClC1C=CC=C(C(OO)=[O:29])C=1. Product: [CH3:17][C:2]1([CH2:3][C:4]2([C:11]3[CH:16]=[CH:15][CH:14]=[CH:13][CH:12]=3)[O:9][C:8](=[O:10])[NH:7][CH2:6][CH2:5]2)[CH2:1][O:29]1. The catalyst class is: 282. (2) Reactant: [C:1]([NH:4][C:5]1[CH:13]=[CH:12][C:8]([C:9]([OH:11])=O)=[CH:7][CH:6]=1)(=[O:3])[CH3:2].CN(C=O)C.C(Cl)(=O)C(Cl)=O.[NH2:25][C:26]1[S:30][C:29]([NH:31][C:32]2[CH:37]=[CH:36][C:35]([F:38])=[CH:34][CH:33]=2)=[N:28][C:27]=1[C:39]([NH2:41])=[O:40]. Product: [C:1]([NH:4][C:5]1[CH:6]=[CH:7][C:8]([C:9]([NH:25][C:26]2[S:30][C:29]([NH:31][C:32]3[CH:33]=[CH:34][C:35]([F:38])=[CH:36][CH:37]=3)=[N:28][C:27]=2[C:39]([NH2:41])=[O:40])=[O:11])=[CH:12][CH:13]=1)(=[O:3])[CH3:2]. The catalyst class is: 859.